Task: Predict the product of the given reaction.. Dataset: Forward reaction prediction with 1.9M reactions from USPTO patents (1976-2016) (1) Given the reactants [Cl:1][C:2]1[CH:3]=[CH:4][C:5]([N:43]2[CH:47]=[C:46]([C:48]([F:51])([F:50])[F:49])[N:45]=[N:44]2)=[C:6]([C:8]2[N:9]=[CH:10][N:11]([C@@H:15]3[C:31]4[CH:32]=[C:27]([CH:28]=[CH:29][N:30]=4)[C:26]4[C:22](=[CH:23][N:24]([C:33]5[C:34]([O:39]C)=[N:35][CH:36]=[CH:37][CH:38]=5)[N:25]=4)[NH:21][C:20](=[O:41])[C@H:19]([CH3:42])[CH2:18][CH2:17][CH2:16]3)[C:12](=[O:14])[CH:13]=2)[CH:7]=1.Cl, predict the reaction product. The product is: [Cl:1][C:2]1[CH:3]=[CH:4][C:5]([N:43]2[CH:47]=[C:46]([C:48]([F:49])([F:50])[F:51])[N:45]=[N:44]2)=[C:6]([C:8]2[N:9]=[CH:10][N:11]([C@@H:15]3[C:31]4[CH:32]=[C:27]([CH:28]=[CH:29][N:30]=4)[C:26]4[C:22](=[CH:23][N:24]([C:33]5[C:34]([OH:39])=[N:35][CH:36]=[CH:37][CH:38]=5)[N:25]=4)[NH:21][C:20](=[O:41])[C@H:19]([CH3:42])[CH2:18][CH2:17][CH2:16]3)[C:12](=[O:14])[CH:13]=2)[CH:7]=1. (2) The product is: [Cl:1][C:2]1[N:7]=[C:6]([C:8]2[S:12][C:11]([C:46]([CH3:47])([CH3:51])[CH3:44])=[N:10][C:9]=2[C:18]2[CH:19]=[C:20]([NH:24][S:25]([C:28]3[C:29]([F:35])=[CH:30][CH:31]=[CH:32][C:33]=3[F:34])(=[O:26])=[O:27])[CH:21]=[CH:22][CH:23]=2)[CH:5]=[CH:4][N:3]=1. Given the reactants [Cl:1][C:2]1[N:7]=[C:6]([C:8]2[S:12][C:11](N3CCCC3)=[N:10][C:9]=2[C:18]2[CH:19]=[C:20]([NH:24][S:25]([C:28]3[C:33]([F:34])=[CH:32][CH:31]=[CH:30][C:29]=3[F:35])(=[O:27])=[O:26])[CH:21]=[CH:22][CH:23]=2)[CH:5]=[CH:4][N:3]=1.ClC1N=C(/C=[C:44](/[C:46]2[CH:47]=C(NS(C3C(F)=CC=CC=3F)(=O)=O)C=C[CH:51]=2)\O)C=CN=1.CC(C)(C)C(=S)N, predict the reaction product. (3) Given the reactants O[C:2]1[C:24](C=O)=[CH:23][C:5]2[CH2:6][CH2:7][CH2:8][CH2:9][CH:10]([O:12][Si:13]([CH:20]([CH3:22])[CH3:21])([CH:17]([CH3:19])[CH3:18])[CH:14]([CH3:16])[CH3:15])[CH2:11][C:4]=2[CH:3]=1.[C:27]([O:35][CH2:36][CH3:37])(=[O:34])[CH2:28][C:29]([O:31][CH2:32][CH3:33])=[O:30].N1CCCCC1.CC(O)=O, predict the reaction product. The product is: [O:31]1[C:32]2[C:33](=[CH:24][CH:2]=[CH:3][CH:4]=2)[CH:27]=[CH:28][C:29]1=[O:30].[O:34]=[C:27]1[C:28]([C:29]([O:31][CH2:32][CH3:33])=[O:30])=[CH:2][C:24]2[C:36](=[CH:37][C:4]3[CH2:11][CH:10]([O:12][Si:13]([CH:20]([CH3:22])[CH3:21])([CH:14]([CH3:16])[CH3:15])[CH:17]([CH3:19])[CH3:18])[CH2:9][CH2:8][CH2:7][CH2:6][C:5]=3[CH:23]=2)[O:35]1. (4) Given the reactants [NH2:1][CH2:2][CH:3]([O:7][CH2:8][CH3:9])[O:4][CH2:5][CH3:6].Br[CH2:11][CH2:12][F:13].C(N(C(C)C)CC)(C)C, predict the reaction product. The product is: [CH2:5]([O:4][CH:3]([O:7][CH2:8][CH3:9])[CH2:2][NH:1][CH2:11][CH2:12][F:13])[CH3:6]. (5) The product is: [F:1][C:2]1[CH:3]=[C:4]([C:31]#[C:30][CH2:29][OH:32])[CH:5]=[CH:6][C:7]=1[F:8]. Given the reactants [F:1][C:2]1[CH:3]=[C:4](I)[CH:5]=[CH:6][C:7]=1[F:8].C1(P(C2C=CC=CC=2)C2C=CC=CC=2)C=CC=CC=1.[CH2:29]([OH:32])[C:30]#[CH:31].C(N(C(C)C)CC)(C)C, predict the reaction product. (6) Given the reactants [CH:1]1([CH:7]([C:9]2[C:13]3[CH:14]=[CH:15][C:16]([O:18][CH3:19])=[CH:17][C:12]=3[O:11][C:10]=2[CH3:20])O)[CH2:6][CH2:5][CH2:4][CH2:3][CH2:2]1.S(Cl)([Cl:23])=O.C(=O)([O-])O.[Na+], predict the reaction product. The product is: [Cl:23][CH:7]([CH:1]1[CH2:6][CH2:5][CH2:4][CH2:3][CH2:2]1)[C:9]1[C:13]2[CH:14]=[CH:15][C:16]([O:18][CH3:19])=[CH:17][C:12]=2[O:11][C:10]=1[CH3:20]. (7) Given the reactants F[C:2]1[CH:3]=[C:4]([N+:9]([O-:11])=[O:10])[CH:5]=[C:6]([F:8])[CH:7]=1.C([O-])([O-])=O.[K+].[K+].[CH3:18][N:19]1[C:23](=[O:24])[CH:22]=[C:21]([C:25]([F:28])([F:27])[F:26])[NH:20]1.O, predict the reaction product. The product is: [F:8][C:6]1[CH:5]=[C:4]([N+:9]([O-:11])=[O:10])[CH:3]=[C:2]([O:24][C:23]2[N:19]([CH3:18])[N:20]=[C:21]([C:25]([F:28])([F:27])[F:26])[CH:22]=2)[CH:7]=1. (8) Given the reactants BrC1C=C2C(=CC=1[Cl:12])C=NC=C2.[Cl:13][C:14]1[CH:23]=[C:22]2[C:17]([CH:18]=[CH:19][N:20]=[CH:21]2)=[CH:16][C:15]=1[S:24][CH2:25][CH:26]1[CH2:31][CH2:30][NH:29][CH2:28][CH2:27]1.C(OC(N1CCC(CBr)CC1)=O)(C)(C)C.Cl, predict the reaction product. The product is: [ClH:12].[Cl:13][C:14]1[CH:23]=[C:22]2[C:17]([CH:18]=[CH:19][N:20]=[CH:21]2)=[CH:16][C:15]=1[S:24][CH2:25][CH:26]1[CH2:31][CH2:30][NH:29][CH2:28][CH2:27]1. (9) The product is: [CH2:1]([O:8][N:9]1[CH:13]=[CH:12][C:11]([CH2:14][OH:15])=[CH:10]1)[C:2]1[CH:3]=[CH:4][CH:5]=[CH:6][CH:7]=1. Given the reactants [CH2:1]([O:8][N:9]1[CH:13]=[CH:12][C:11]([CH:14]=[O:15])=[CH:10]1)[C:2]1[CH:7]=[CH:6][CH:5]=[CH:4][CH:3]=1.[H-].[Al+3].[Li+].[H-].[H-].[H-].O.C(OCC)(=O)C, predict the reaction product.